Dataset: Catalyst prediction with 721,799 reactions and 888 catalyst types from USPTO. Task: Predict which catalyst facilitates the given reaction. Reactant: [Br:1][C:2]1[C:3]2[CH:12]=[C:11]([C:13]([OH:15])=O)[NH:10][C:4]=2[C:5](=[O:9])[N:6]([CH3:8])[CH:7]=1.CN(C(O[N:24]1N=N[C:26]2C=CC=N[C:25]1=2)=[N+](C)C)C.F[P-](F)(F)(F)(F)F.C(N(C(C)C)C(C)C)C.C(N)C. Product: [Br:1][C:2]1[C:3]2[CH:12]=[C:11]([C:13]([NH:24][CH2:25][CH3:26])=[O:15])[NH:10][C:4]=2[C:5](=[O:9])[N:6]([CH3:8])[CH:7]=1. The catalyst class is: 58.